This data is from Full USPTO retrosynthesis dataset with 1.9M reactions from patents (1976-2016). The task is: Predict the reactants needed to synthesize the given product. (1) Given the product [C:1]([O:5][C:6]([C:8]1[C:16]2[CH2:15][CH:14]([CH2:17][NH:18][C:36](=[O:43])[C:37]3[CH:42]=[CH:41][CH:40]=[CH:39][CH:38]=3)[N:13]([CH2:19][C:20]3[CH:21]=[CH:22][C:23]([O:26][CH3:27])=[CH:24][CH:25]=3)[CH2:12][C:11]=2[S:10][C:9]=1[NH2:28])=[O:7])([CH3:4])([CH3:3])[CH3:2], predict the reactants needed to synthesize it. The reactants are: [C:1]([O:5][C:6]([C:8]1[C:16]2[CH2:15][CH:14]([CH2:17][NH2:18])[N:13]([CH2:19][C:20]3[CH:25]=[CH:24][C:23]([O:26][CH3:27])=[CH:22][CH:21]=3)[CH2:12][C:11]=2[S:10][C:9]=1[NH2:28])=[O:7])([CH3:4])([CH3:3])[CH3:2].C(N(CC)CC)C.[C:36](Cl)(=[O:43])[C:37]1[CH:42]=[CH:41][CH:40]=[CH:39][CH:38]=1. (2) The reactants are: [Br:1][C:2]1[N:7]=[C:6]([CH:8]=O)[CH:5]=[CH:4][CH:3]=1.[CH:10]([C:13]1[N:17]=[C:16]([CH2:18][NH2:19])[O:15][N:14]=1)([CH3:12])[CH3:11].C(O[BH-](OC(=O)C)OC(=O)C)(=O)C.[Na+].C(=O)(O)[O-].[Na+].C(=O)([O-])[O-].[Na+].[Na+]. Given the product [Br:1][C:2]1[N:7]=[C:6]([CH2:8][NH:19][CH2:18][C:16]2[O:15][N:14]=[C:13]([CH:10]([CH3:12])[CH3:11])[N:17]=2)[CH:5]=[CH:4][CH:3]=1, predict the reactants needed to synthesize it. (3) Given the product [Br:1][C:2]1[C:3]([C:8]([NH:11][C:12]2[C:13]([OH:18])=[N:14][CH:15]=[CH:16][CH:17]=2)=[O:10])=[N:4][O:5][C:6]=1[CH3:7], predict the reactants needed to synthesize it. The reactants are: [Br:1][C:2]1[C:3]([C:8]([OH:10])=O)=[N:4][O:5][C:6]=1[CH3:7].[NH2:11][C:12]1[C:13]([OH:18])=[N:14][CH:15]=[CH:16][CH:17]=1. (4) Given the product [N:1]([C:4]1[CH:12]=[CH:11][C:7]([C:8]([Cl:16])=[O:9])=[CH:6][CH:5]=1)=[N+:2]=[N-:3], predict the reactants needed to synthesize it. The reactants are: [N:1]([C:4]1[CH:12]=[CH:11][C:7]([C:8](O)=[O:9])=[CH:6][CH:5]=1)=[N+:2]=[N-:3].C(Cl)(=O)C([Cl:16])=O.CN(C=O)C. (5) Given the product [OH:13][OH:14].[O:1]=[CH:2][C@@H:3]([C@H:5]([C@H:7]([C@@H:9]([CH:11]=[O:12])[OH:10])[OH:8])[OH:6])[OH:4], predict the reactants needed to synthesize it. The reactants are: [O:1]=[CH:2][C@@H:3]([C@H:5]([C@H:7]([C@@H:9]([CH2:11][OH:12])[OH:10])[OH:8])[OH:6])[OH:4].[O:13]=[O:14]. (6) Given the product [F:19][C:20]1[CH:21]=[C:22]([C:2]2[C:11]3[C:6](=[CH:7][CH:8]=[CH:9][CH:10]=3)[CH:5]=[C:4]([NH:12][C:13]3[CH:17]=[C:16]([CH3:18])[NH:15][N:14]=3)[N:3]=2)[CH:23]=[CH:24][C:25]=1[F:26], predict the reactants needed to synthesize it. The reactants are: Cl[C:2]1[C:11]2[C:6](=[CH:7][CH:8]=[CH:9][CH:10]=2)[CH:5]=[C:4]([NH:12][C:13]2[CH:17]=[C:16]([CH3:18])[NH:15][N:14]=2)[N:3]=1.[F:19][C:20]1[CH:21]=[C:22](B(O)O)[CH:23]=[CH:24][C:25]=1[F:26]. (7) Given the product [Cl:1][C:2]1[CH:7]=[CH:6][CH:5]=[CH:4][C:3]=1[C:8]1[C:14]2[CH:15]=[C:16]([CH3:20])[C:17]([CH3:19])=[CH:18][C:13]=2[NH:12][C:11](=[S:31])[CH2:10][N:9]=1, predict the reactants needed to synthesize it. The reactants are: [Cl:1][C:2]1[CH:7]=[CH:6][CH:5]=[CH:4][C:3]=1[C:8]1[C:14]2[CH:15]=[C:16]([CH3:20])[C:17]([CH3:19])=[CH:18][C:13]=2[NH:12][C:11](=O)[CH2:10][N:9]=1.COC1C=CC(P2(SP(C3C=CC(OC)=CC=3)(=S)S2)=[S:31])=CC=1.